This data is from Catalyst prediction with 721,799 reactions and 888 catalyst types from USPTO. The task is: Predict which catalyst facilitates the given reaction. (1) Reactant: Br[C:2]1[C:3]([NH:9][CH:10]2[CH2:14][CH2:13][CH2:12][CH2:11]2)=[N:4][C:5]([Cl:8])=[N:6][CH:7]=1.[Cl-].[Li+].C(=O)([O-])[O-].[K+].[K+].[CH3:23][O:24][C:25](=[O:29])[C:26]#[C:27][CH3:28]. Product: [CH3:23][O:24][C:25]([C:26]1[N:9]([CH:10]2[CH2:14][CH2:13][CH2:12][CH2:11]2)[C:3]2[N:4]=[C:5]([Cl:8])[N:6]=[CH:7][C:2]=2[C:27]=1[CH3:28])=[O:29]. The catalyst class is: 274. (2) Reactant: [NH:1]1[C:11]2[C:6](=[CH:7][CH:8]=[CH:9][CH:10]=2)[C:4](=[O:5])[C:2]1=O.O.[NH2:13][NH2:14]. Product: [NH:1]1[C:11]2[C:6](=[CH:7][CH:8]=[CH:9][CH:10]=2)[C:4](=[O:5])[C:2]1=[N:13][NH2:14]. The catalyst class is: 5. (3) Reactant: Cl[CH2:2][C@H:3]([OH:14])[CH2:4][C:5]1[CH:10]=[CH:9][C:8]([S:11][CH3:12])=[C:7]([Cl:13])[CH:6]=1.[OH-].[Na+].S(O)(O[CH2:21][CH2:22][NH2:23])(=O)=O.C1(C)C=CC=CC=1. Product: [Cl:13][C:7]1[CH:6]=[C:5]([CH:10]=[CH:9][C:8]=1[S:11][CH3:12])[CH2:4][C@H:3]1[O:14][CH2:21][CH2:22][NH:23][CH2:2]1. The catalyst class is: 24. (4) Reactant: [N+:1]([C:4]1[CH:5]=[C:6]([C:14]2[O:15][C:16]3[CH:22]=[CH:21][C:20]([C:23]4[S:24][C:25]5[CH:31]=[CH:30][CH:29]=[CH:28][C:26]=5[CH:27]=4)=[CH:19][C:17]=3[N:18]=2)[C:7]([NH:10][CH2:11][CH2:12][CH3:13])=[CH:8][CH:9]=1)([O-])=O. Product: [NH2:1][C:4]1[CH:5]=[C:6]([C:14]2[O:15][C:16]3[CH:22]=[CH:21][C:20]([C:23]4[S:24][C:25]5[CH:31]=[CH:30][CH:29]=[CH:28][C:26]=5[CH:27]=4)=[CH:19][C:17]=3[N:18]=2)[C:7]([NH:10][CH2:11][CH2:12][CH3:13])=[CH:8][CH:9]=1. The catalyst class is: 401. (5) Reactant: Br[CH2:2][CH2:3][O:4][C:5]1[CH:10]=[CH:9][C:8]([N:11]2[CH:15]=[CH:14][N:13]([C:16]3[CH:21]=[CH:20][C:19]([O:22][C:23]4[CH:28]=[CH:27][CH:26]=[CH:25][CH:24]=4)=[CH:18][CH:17]=3)[C:12]2=[O:29])=[CH:7][CH:6]=1.[CH2:30]([NH2:38])[CH2:31][C:32]1[CH:37]=[CH:36][CH:35]=[CH:34][CH:33]=1.C(=O)([O-])[O-].[K+].[K+].[I-].[Na+]. Product: [CH2:30]([NH:38][CH2:2][CH2:3][O:4][C:5]1[CH:10]=[CH:9][C:8]([N:11]2[CH:15]=[CH:14][N:13]([C:16]3[CH:21]=[CH:20][C:19]([O:22][C:23]4[CH:28]=[CH:27][CH:26]=[CH:25][CH:24]=4)=[CH:18][CH:17]=3)[C:12]2=[O:29])=[CH:7][CH:6]=1)[CH2:31][C:32]1[CH:37]=[CH:36][CH:35]=[CH:34][CH:33]=1. The catalyst class is: 10. (6) Reactant: [Cl:1][C:2]1[N:3]=[C:4]2[CH:12]=[C:11]([Cl:13])[CH:10]=[N:9][C:5]2=[N:6][C:7]=1Cl.[CH2:14]([CH2:16][NH2:17])[OH:15]. Product: [Cl:1][C:2]1[N:3]=[C:4]2[CH:12]=[C:11]([Cl:13])[CH:10]=[N:9][C:5]2=[N:6][C:7]=1[NH:17][CH2:16][CH2:14][OH:15]. The catalyst class is: 2. (7) Reactant: [N+:1]([C:4]1[CH:5]=[C:6]([CH:17]=[CH:18][CH:19]=1)[CH2:7][NH:8][C:9](=[O:16])[O:10][C@H:11]1[CH2:15][CH2:14][O:13][CH2:12]1)([O-])=O.N#N. Product: [NH2:1][C:4]1[CH:5]=[C:6]([CH:17]=[CH:18][CH:19]=1)[CH2:7][NH:8][C:9](=[O:16])[O:10][C@H:11]1[CH2:15][CH2:14][O:13][CH2:12]1. The catalyst class is: 99. (8) Reactant: [F:1][CH:2]1[CH2:6][CH2:5][N:4]([CH2:7][CH2:8][O:9][C:10]2[CH:15]=[CH:14][C:13]([N+:16]([O-])=O)=[CH:12][C:11]=2[O:19][CH3:20])[CH2:3]1.[Cl:21][C:22]1[CH:27]=[CH:26][C:25]([C:28]2[S:32][C:31]([C:33](OC)=[O:34])=[C:30](/[N:37]=[CH:38]/N(C)C)[CH:29]=2)=[CH:24][CH:23]=1.C1(O)C=CC=CC=1. Product: [Cl:21][C:22]1[CH:23]=[CH:24][C:25]([C:28]2[S:32][C:31]3[C:33](=[O:34])[N:16]([C:13]4[CH:14]=[CH:15][C:10]([O:9][CH2:8][CH2:7][N:4]5[CH2:5][CH2:6][CH:2]([F:1])[CH2:3]5)=[C:11]([O:19][CH3:20])[CH:12]=4)[CH:38]=[N:37][C:30]=3[CH:29]=2)=[CH:26][CH:27]=1. The catalyst class is: 2. (9) Reactant: [NH:1]1[CH2:6][CH2:5][NH:4][CH2:3][CH2:2]1.[C:7]([C:11]1[N:16]=[C:15](Cl)[CH:14]=[C:13]([CH:18]2[CH2:20][CH2:19]2)[N:12]=1)([CH3:10])([CH3:9])[CH3:8]. Product: [C:7]([C:11]1[N:16]=[C:15]([N:1]2[CH2:6][CH2:5][NH:4][CH2:3][CH2:2]2)[CH:14]=[C:13]([CH:18]2[CH2:20][CH2:19]2)[N:12]=1)([CH3:10])([CH3:8])[CH3:9]. The catalyst class is: 8. (10) Reactant: [CH2:1]([O:3][C:4](=[O:14])[CH:5]([C:7]1[CH:12]=[CH:11][C:10]([NH2:13])=[CH:9][CH:8]=1)[CH3:6])[CH3:2].[C:15]([S-:17])#[N:16].[K+].BrBr. Product: [CH2:1]([O:3][C:4](=[O:14])[CH:5]([C:7]1[CH:8]=[CH:9][C:10]2[N:13]=[C:15]([NH2:16])[S:17][C:11]=2[CH:12]=1)[CH3:6])[CH3:2]. The catalyst class is: 52.